This data is from NCI-60 drug combinations with 297,098 pairs across 59 cell lines. The task is: Regression. Given two drug SMILES strings and cell line genomic features, predict the synergy score measuring deviation from expected non-interaction effect. Drug 1: CC1OCC2C(O1)C(C(C(O2)OC3C4COC(=O)C4C(C5=CC6=C(C=C35)OCO6)C7=CC(=C(C(=C7)OC)O)OC)O)O. Drug 2: B(C(CC(C)C)NC(=O)C(CC1=CC=CC=C1)NC(=O)C2=NC=CN=C2)(O)O. Cell line: HT29. Synergy scores: CSS=55.8, Synergy_ZIP=1.86, Synergy_Bliss=2.34, Synergy_Loewe=-1.23, Synergy_HSA=2.65.